Predict the product of the given reaction. From a dataset of Forward reaction prediction with 1.9M reactions from USPTO patents (1976-2016). (1) The product is: [Br:7][C:8]1[CH:9]=[C:10]([NH:19][S:3]([CH2:1][CH3:2])(=[O:5])=[O:4])[CH:11]=[N:12][C:13]=1[O:14][CH2:15][CH:16]1[CH2:18][CH2:17]1. Given the reactants [CH2:1]([S:3](Cl)(=[O:5])=[O:4])[CH3:2].[Br:7][C:8]1[CH:9]=[C:10]([NH2:19])[CH:11]=[N:12][C:13]=1[O:14][CH2:15][CH:16]1[CH2:18][CH2:17]1.N1C=CC=CC=1.Cl, predict the reaction product. (2) Given the reactants [Cl:1][C:2]1(C(O)=O)[CH:7]=[CH:6][C:5]([Cl:8])=[N:4][NH:3]1.[CH3:12][N:13]([CH:15]=[O:16])C.C(Cl)(=O)C(Cl)=O.[CH3:23][O:24][C:25]1[CH:26]=[C:27]([CH:30]=[CH:31][C:32]=1[O:33][CH3:34])CN, predict the reaction product. The product is: [Cl:8][C:5]1[N:4]=[N:3][C:2]([Cl:1])=[CH:7][C:6]=1[C:15]([NH:13][CH2:12][C:30]1[CH:27]=[CH:26][C:25]([O:24][CH3:23])=[C:32]([O:33][CH3:34])[CH:31]=1)=[O:16].